This data is from Peptide-MHC class I binding affinity with 185,985 pairs from IEDB/IMGT. The task is: Regression. Given a peptide amino acid sequence and an MHC pseudo amino acid sequence, predict their binding affinity value. This is MHC class I binding data. (1) The peptide sequence is MLMTGTLAV. The MHC is HLA-A02:17 with pseudo-sequence HLA-A02:17. The binding affinity (normalized) is 0.388. (2) The peptide sequence is EWAENCYNL. The MHC is HLA-A03:01 with pseudo-sequence HLA-A03:01. The binding affinity (normalized) is 0.0847. (3) The peptide sequence is SWKQSKMWR. The MHC is HLA-B15:01 with pseudo-sequence HLA-B15:01. The binding affinity (normalized) is 0.0847.